Dataset: Peptide-MHC class II binding affinity with 134,281 pairs from IEDB. Task: Regression. Given a peptide amino acid sequence and an MHC pseudo amino acid sequence, predict their binding affinity value. This is MHC class II binding data. (1) The peptide sequence is YLGLLSQRTRDIYIS. The MHC is DRB1_1501 with pseudo-sequence DRB1_1501. The binding affinity (normalized) is 0.660. (2) The peptide sequence is FKTFEAAFTSSSKAA. The MHC is HLA-DQA10501-DQB10301 with pseudo-sequence HLA-DQA10501-DQB10301. The binding affinity (normalized) is 0.546. (3) The peptide sequence is GWIISNIFGAIPVLA. The MHC is DRB1_0901 with pseudo-sequence DRB1_0901. The binding affinity (normalized) is 0.874.